From a dataset of Forward reaction prediction with 1.9M reactions from USPTO patents (1976-2016). Predict the product of the given reaction. (1) The product is: [CH3:9][O:10][C:11]1[CH:16]=[CH:15][CH:14]=[C:13]([N+:17]([O-:19])=[O:18])[C:12]=1[NH:20][C:6](=[O:7])[O:5][CH2:2][CH3:21]. Given the reactants Cl[C:2]([O:5][C:6](Cl)=[O:7])(Cl)Cl.[CH3:9][O:10][C:11]1[CH:16]=[CH:15][CH:14]=[C:13]([N+:17]([O-:19])=[O:18])[C:12]=1[NH2:20].[CH2:21]1COCC1, predict the reaction product. (2) Given the reactants [CH2:1]([O:8][C:9]1[CH:14]=[C:13]([O:15][CH2:16][C:17]2[CH:22]=[CH:21][CH:20]=[CH:19][CH:18]=2)[C:12]([CH:23]([CH3:25])[CH3:24])=[CH:11][C:10]=1[C:26]1[O:30][N:29]=[C:28]([C:31](=[O:35])[NH:32][CH2:33][CH3:34])[C:27]=1[C:36]1[O:40][N:39]=[C:38]([C:41]([O:43]CC)=O)[CH:37]=1)[C:2]1[CH:7]=[CH:6][CH:5]=[CH:4][CH:3]=1.[CH3:46][NH2:47], predict the reaction product. The product is: [CH2:1]([O:8][C:9]1[CH:14]=[C:13]([O:15][CH2:16][C:17]2[CH:22]=[CH:21][CH:20]=[CH:19][CH:18]=2)[C:12]([CH:23]([CH3:24])[CH3:25])=[CH:11][C:10]=1[C:26]1[O:30][N:29]=[C:28]([C:31]([NH:32][CH2:33][CH3:34])=[O:35])[C:27]=1[C:36]1[O:40][N:39]=[C:38]([C:41]([NH:47][CH3:46])=[O:43])[CH:37]=1)[C:2]1[CH:7]=[CH:6][CH:5]=[CH:4][CH:3]=1. (3) The product is: [CH3:28][S:25]([N:22]1[CH2:21][CH:20]=[C:19]([C:17]2[CH:18]=[C:13]3[CH2:12][C@@H:11]([CH:8]4[CH2:9][CH2:10][N:5]([C:3]5[N:4]=[C:30]([C:31]6([CH3:34])[CH2:33][CH2:32]6)[O:1][N:2]=5)[CH2:6][CH2:7]4)[O:29][C:14]3=[CH:15][N:16]=2)[CH2:24][CH2:23]1)(=[O:27])=[O:26]. Given the reactants [OH:1][NH:2][C:3]([N:5]1[CH2:10][CH2:9][CH:8]([C@H:11]2[O:29][C:14]3=[CH:15][N:16]=[C:17]([C:19]4[CH2:20][CH2:21][N:22]([S:25]([CH3:28])(=[O:27])=[O:26])[CH2:23][CH:24]=4)[CH:18]=[C:13]3[CH2:12]2)[CH2:7][CH2:6]1)=[NH:4].[CH3:30][C:31]1([C:34](Cl)=O)[CH2:33][CH2:32]1, predict the reaction product.